From a dataset of Catalyst prediction with 721,799 reactions and 888 catalyst types from USPTO. Predict which catalyst facilitates the given reaction. (1) Product: [S:25]([O:26][CH2:27][CH2:28][CH2:29][CH3:30])(=[O:37])(=[O:24])[CH3:36]. Reactant: OC1C=CC(C2C3C=C(N(C)C)C=CC=3S(=O)(=O)CCC2)=CC=1.[O:24]=[S:25](=[O:37])([CH3:36])[O:26][CH2:27][CH2:28][CH2:29][CH2:30]OS(=O)(C)=O.C(=O)([O-])[O-].[K+].[K+]. The catalyst class is: 21. (2) Reactant: [O:1]=[C:2]1[NH:10][C:5]2=[N:6][CH:7]=[CH:8][CH:9]=[C:4]2[C:3]21[CH2:25][C:13]1[CH:14]=[C:15]3[C:20](=[CH:21][C:12]=1[CH2:11]2)[N:19]=[C:18]([C:22]([OH:24])=O)[CH:17]=[CH:16]3.[CH2:26]1[C:34]2[C:29](=[CH:30][CH:31]=[CH:32][CH:33]=2)[CH2:28][NH:27]1.C(Cl)CCl.C1C=CC2N(O)N=NC=2C=1.C(N(CC)C(C)C)(C)C. Product: [CH2:26]1[C:34]2[C:29](=[CH:30][CH:31]=[CH:32][CH:33]=2)[CH2:28][N:27]1[C:22]([C:18]1[CH:17]=[CH:16][C:15]2[C:20](=[CH:21][C:12]3[CH2:11][C:3]4([C:4]5[C:5](=[N:6][CH:7]=[CH:8][CH:9]=5)[NH:10][C:2]4=[O:1])[CH2:25][C:13]=3[CH:14]=2)[N:19]=1)=[O:24]. The catalyst class is: 3.